Predict the product of the given reaction. From a dataset of Forward reaction prediction with 1.9M reactions from USPTO patents (1976-2016). (1) The product is: [CH3:17][O:16][C:12](=[O:15])/[CH:13]=[CH:14]/[C:2]1[CH:10]=[CH:9][C:5]([C:6]([OH:8])=[O:7])=[C:4]([CH3:11])[CH:3]=1. Given the reactants Br[C:2]1[CH:10]=[CH:9][C:5]([C:6]([OH:8])=[O:7])=[C:4]([CH3:11])[CH:3]=1.[C:12]([O:16][CH3:17])(=[O:15])[CH:13]=[CH2:14].CN(C)[C@H](C(O)=O)C.C(=O)([O-])[O-].[K+].[K+], predict the reaction product. (2) Given the reactants [C:1]([P:5](Cl)[C:6]([CH3:9])([CH3:8])[CH3:7])([CH3:4])([CH3:3])[CH3:2].[CH:11](Cl)([CH3:13])[CH3:12].[Mg].S(=O)(=O)(O)O, predict the reaction product. The product is: [C:1]([P:5]([C:6]([CH3:9])([CH3:8])[CH3:7])[CH:11]([CH3:13])[CH3:12])([CH3:4])([CH3:3])[CH3:2].